From a dataset of Catalyst prediction with 721,799 reactions and 888 catalyst types from USPTO. Predict which catalyst facilitates the given reaction. (1) Reactant: [C:1](=O)([O-])[O-].[K+].[K+].[CH2:7]([C:9]([CH3:11])=O)[CH3:8].Br[CH2:13][C:14]([O:16][CH2:17][CH3:18])=[O:15].[OH2:19]. Product: [O:19]=[C:13]1[CH2:1][C:18]2[C:17](=[CH:8][CH:7]=[CH:9][CH:11]=2)[O:16][C:14]1=[O:15]. The catalyst class is: 4. (2) Reactant: [Cl:1][C:2]1[CH:3]=[C:4]([NH:11][C:12](=[O:18])[O:13][C:14]([CH3:17])([CH3:16])[CH3:15])[C:5]2[N:6]([CH:8]=[N:9][N:10]=2)[N:7]=1.C1(P(C2C=CC=CC=2)C2C=CC=CC=2)C=CC=CC=1.[CH2:38](O)[CH:39]([CH3:41])[CH3:40].N(C(OC(C)C)=O)=NC(OC(C)C)=O. Product: [Cl:1][C:2]1[CH:3]=[C:4]([N:11]([CH2:38][CH:39]([CH3:41])[CH3:40])[C:12](=[O:18])[O:13][C:14]([CH3:15])([CH3:17])[CH3:16])[C:5]2[N:6]([CH:8]=[N:9][N:10]=2)[N:7]=1. The catalyst class is: 1. (3) Reactant: [CH3:1][N:2]([CH2:4][C:5]1([C:11]2[CH:16]=[CH:15][C:14]([OH:17])=[CH:13][CH:12]=2)[CH2:10][CH2:9][O:8][CH2:7][CH2:6]1)[CH3:3].[CH:18]1([N:22]2[CH2:27][CH2:26][CH:25](O)[CH2:24][CH2:23]2)[CH2:21][CH2:20][CH2:19]1.C1C=CC(P(C2C=CC=CC=2)C2C=CC=CC=2)=CC=1.CC(OC(/N=N/C(OC(C)C)=O)=O)C.ClCCl.CO.N. Product: [CH:18]1([N:22]2[CH2:27][CH2:26][CH:25]([O:17][C:14]3[CH:15]=[CH:16][C:11]([C:5]4([CH2:4][N:2]([CH3:1])[CH3:3])[CH2:6][CH2:7][O:8][CH2:9][CH2:10]4)=[CH:12][CH:13]=3)[CH2:24][CH2:23]2)[CH2:21][CH2:20][CH2:19]1. The catalyst class is: 1. (4) Reactant: P(Cl)(Cl)([Cl:3])=O.[CH3:6][C:7]1[N:16]([CH2:17][C@H:18]2[CH2:20][C@@H:19]2[CH3:21])[C:10]2[C:11](=O)[NH:12][N:13]=[CH:14][C:9]=2[C:8]=1[CH3:22].[OH-].[Na+]. Product: [Cl:3][C:11]1[N:12]=[N:13][CH:14]=[C:9]2[C:8]([CH3:22])=[C:7]([CH3:6])[N:16]([CH2:17][C@H:18]3[CH2:20][C@@H:19]3[CH3:21])[C:10]=12. The catalyst class is: 6. (5) Reactant: [C:1]([O:5][C:6](=[O:25])[N:7]([CH2:9][C:10]1[CH:14]=[C:13](Br)[N:12]([S:16]([C:19]2[CH:20]=[N:21][CH:22]=[CH:23][CH:24]=2)(=[O:18])=[O:17])[CH:11]=1)[CH3:8])([CH3:4])([CH3:3])[CH3:2].[C:26]([C:28]1[CH:29]=[C:30](B(O)O)[CH:31]=[CH:32][CH:33]=1)#[N:27].C(=O)([O-])[O-].[Na+].[Na+]. Product: [C:1]([O:5][C:6](=[O:25])[N:7]([CH2:9][C:10]1[CH:14]=[C:13]([C:32]2[CH:31]=[CH:30][CH:29]=[C:28]([C:26]#[N:27])[CH:33]=2)[N:12]([S:16]([C:19]2[CH:20]=[N:21][CH:22]=[CH:23][CH:24]=2)(=[O:18])=[O:17])[CH:11]=1)[CH3:8])([CH3:4])([CH3:3])[CH3:2]. The catalyst class is: 73. (6) Reactant: [F:1][C:2]1(F)[C:7]([N:8]2[CH2:13][CH2:12][C:11]([F:16])([CH2:14][OH:15])[CH2:10][CH2:9]2)=[CH:6][CH:5]=[C:4]([N:17]2[CH2:21][C@H:20]([CH2:22][NH:23][C:24](=[O:26])[CH3:25])[O:19][C:18]2=[O:27])[CH2:3]1.[CH3:29][S:30](Cl)(=[O:32])=[O:31].C(N(CC)CC)C. Product: [F:16][C:11]1([CH2:14][O:15][S:30]([CH3:29])(=[O:32])=[O:31])[CH2:12][CH2:13][N:8]([C:7]2[CH:6]=[CH:5][C:4]([N:17]3[CH2:21][C@H:20]([CH2:22][NH:23][C:24](=[O:26])[CH3:25])[O:19][C:18]3=[O:27])=[CH:3][C:2]=2[F:1])[CH2:9][CH2:10]1. The catalyst class is: 4. (7) Reactant: [Cl-].[CH3:2][O:3][C:4]1[CH:11]=[CH:10][CH:9]=[CH:8][C:5]=1[CH2:6][Zn+].C1COCC1.[O:17]1[C:21]2[CH:22]=[CH:23][C:24]([C:26]3([C:29]([NH:31][C:32]4[N:33]=[N:34][C:35](Cl)=[CH:36][CH:37]=4)=[O:30])[CH2:28][CH2:27]3)=[CH:25][C:20]=2[O:19][CH2:18]1. Product: [O:17]1[C:21]2[CH:22]=[CH:23][C:24]([C:26]3([C:29]([NH:31][C:32]4[N:33]=[N:34][C:35]([CH2:6][C:5]5[CH:8]=[CH:9][CH:10]=[CH:11][C:4]=5[O:3][CH3:2])=[CH:36][CH:37]=4)=[O:30])[CH2:28][CH2:27]3)=[CH:25][C:20]=2[O:19][CH2:18]1. The catalyst class is: 140. (8) Reactant: Cl.[Cl:2][C:3]1[C:8]([N:9]2[C:13](C)=[C:12]([C:15]3[CH2:16][CH2:17][NH:18][CH2:19][CH:20]=3)[N:11]=[N:10]2)=[CH:7][CH:6]=[CH:5][N:4]=1.C(N(CC)CC)C.Cl[C:29]([O:31][CH2:32][CH2:33][O:34][CH3:35])=[O:30]. Product: [Cl:2][C:3]1[C:8]([N:9]2[CH:13]=[C:12]([C:15]3[CH2:16][CH2:17][N:18]([C:29]([O:31][CH2:32][CH2:33][O:34][CH3:35])=[O:30])[CH2:19][CH:20]=3)[N:11]=[N:10]2)=[CH:7][CH:6]=[CH:5][N:4]=1. The catalyst class is: 4. (9) Reactant: C(OC(=O)[NH:7][C:8]1[S:9][C:10]([C:34]2[CH:39]=[CH:38][CH:37]=[CH:36][N:35]=2)=[CH:11][C:12]=1[C:13]([N:15]1[CH2:20][CH2:19][CH:18]([N:21]2[CH2:33][CH2:32][CH2:31][C:23]3([C:27](=[O:28])[N:26]([CH3:29])[C:25](=[O:30])[CH2:24]3)[CH2:22]2)[CH2:17][CH2:16]1)=[O:14])(C)(C)C.C(=O)([O-])[O-].[K+].[K+]. Product: [NH2:7][C:8]1[S:9][C:10]([C:34]2[CH:39]=[CH:38][CH:37]=[CH:36][N:35]=2)=[CH:11][C:12]=1[C:13]([N:15]1[CH2:20][CH2:19][CH:18]([N:21]2[CH2:33][CH2:32][CH2:31][C:23]3([C:27](=[O:28])[N:26]([CH3:29])[C:25](=[O:30])[CH2:24]3)[CH2:22]2)[CH2:17][CH2:16]1)=[O:14]. The catalyst class is: 55. (10) Reactant: Br[CH2:2][C:3]1[CH:4]=[C:5]([CH:10]=[C:11]([Cl:13])[N:12]=1)[C:6]([O:8]C)=[O:7].[C:14]([O-:17])(=[O:16])[CH3:15].[Na+]. Product: [C:14]([O:17][CH2:2][C:3]1[CH:4]=[C:5]([CH:10]=[C:11]([Cl:13])[N:12]=1)[C:6]([OH:8])=[O:7])(=[O:16])[CH3:15]. The catalyst class is: 395.